From a dataset of Full USPTO retrosynthesis dataset with 1.9M reactions from patents (1976-2016). Predict the reactants needed to synthesize the given product. (1) Given the product [Cl:1][C:2]1[C:7]([F:8])=[C:6]([F:9])[CH:5]=[CH:4][C:3]=1[CH2:10][NH:11][C:12]([CH:14]1[CH2:18][N:17]([C:22]2[CH:27]=[CH:26][N:25]=[C:24]([CH3:28])[CH:23]=2)[C:16](=[O:19])[N:15]1[CH3:20])=[O:13], predict the reactants needed to synthesize it. The reactants are: [Cl:1][C:2]1[C:7]([F:8])=[C:6]([F:9])[CH:5]=[CH:4][C:3]=1[CH2:10][NH:11][C:12]([CH:14]1[CH2:18][NH:17][C:16](=[O:19])[N:15]1[CH3:20])=[O:13].Br[C:22]1[CH:27]=[CH:26][N:25]=[C:24]([CH3:28])[CH:23]=1.C(=O)([O-])[O-].[Cs+].[Cs+].CC1(C)C2C(=C(P(C3C=CC=CC=3)C3C=CC=CC=3)C=CC=2)OC2C(P(C3C=CC=CC=3)C3C=CC=CC=3)=CC=CC1=2. (2) Given the product [Cl:12][C:7]1[CH:6]=[C:5]2[C:10]([N:11]=[C:2]([N:26]3[CH2:27][CH2:28][N:23]([CH3:22])[CH2:24][CH2:25]3)[C:3]3[N:4]2[C:13]([CH2:16][C:17]2[S:18][CH:19]=[CH:20][CH:21]=2)=[N:14][N:15]=3)=[CH:9][CH:8]=1, predict the reactants needed to synthesize it. The reactants are: Cl[C:2]1[C:3]2[N:4]([C:13]([CH2:16][C:17]3[S:18][CH:19]=[CH:20][CH:21]=3)=[N:14][N:15]=2)[C:5]2[C:10]([N:11]=1)=[CH:9][CH:8]=[C:7]([Cl:12])[CH:6]=2.[CH3:22][N:23]1[CH2:28][CH2:27][NH:26][CH2:25][CH2:24]1.C1COCC1. (3) Given the product [OH:63][C:64]1[CH:65]=[CH:3][C:4]([NH:7][C:52](=[O:54])[C@@H:51]([NH:50][C:48](=[O:49])[CH:47]([O:46][CH2:26][CH2:27][CH2:28][CH2:29]/[CH:30]=[CH:31]\[CH2:32]/[CH:33]=[CH:34]\[CH2:35]/[CH:36]=[CH:37]\[CH2:38]/[CH:39]=[CH:40]\[CH2:41]/[CH:42]=[CH:43]\[CH2:44][CH3:45])[CH2:59][CH3:60])[CH2:55][CH:56]([CH3:58])[CH3:57])=[CH:67][C:66]=1[C:70]([O:69][CH3:68])=[O:25], predict the reactants needed to synthesize it. The reactants are: C1CC[CH:4]([N:7]=C=NC2CCCCC2)[CH2:3]C1.C1C=CC2N([OH:25])N=NC=2C=1.[CH2:26]([O:46][CH:47]([CH2:59][CH3:60])[C:48]([NH:50][C@@H:51]([CH2:55][CH:56]([CH3:58])[CH3:57])[C:52]([OH:54])=O)=[O:49])[CH2:27][CH2:28][CH2:29]/[CH:30]=[CH:31]\[CH2:32]/[CH:33]=[CH:34]\[CH2:35]/[CH:36]=[CH:37]\[CH2:38]/[CH:39]=[CH:40]\[CH2:41]/[CH:42]=[CH:43]\[CH2:44][CH3:45].CC[O:63][CH2:64][CH3:65].[CH2:66]1[CH2:70][O:69][CH2:68][CH2:67]1. (4) The reactants are: N(OCCC(C)C)=O.[F:9][C:10]1[C:15]([CH:16]([CH3:18])[CH3:17])=[CH:14][C:13]([C:19]2[C:20](N)=[CH:21][C:22]([C:26]([F:29])([F:28])[F:27])=[C:23]([CH3:25])[CH:24]=2)=[C:12]([O:31][CH3:32])[CH:11]=1.[I:33]I. Given the product [F:9][C:10]1[C:15]([CH:16]([CH3:18])[CH3:17])=[CH:14][C:13]([C:19]2[CH:24]=[C:23]([CH3:25])[C:22]([C:26]([F:29])([F:28])[F:27])=[CH:21][C:20]=2[I:33])=[C:12]([O:31][CH3:32])[CH:11]=1, predict the reactants needed to synthesize it. (5) Given the product [Cl:17][C:18]1[N:23]=[C:22]([N:4]([CH:1]([CH3:3])[CH3:2])[C@@H:5]([CH2:10][CH3:11])[C:6]([O:8][CH3:9])=[O:7])[C:21]([N+:25]([O-:27])=[O:26])=[CH:20][N:19]=1, predict the reactants needed to synthesize it. The reactants are: [CH:1]([NH:4][C@@H:5]([CH2:10][CH3:11])[C:6]([O:8][CH3:9])=[O:7])([CH3:3])[CH3:2].C(=O)(O)[O-].[Na+].[Cl:17][C:18]1[N:23]=[C:22](Cl)[C:21]([N+:25]([O-:27])=[O:26])=[CH:20][N:19]=1.ClCCl. (6) Given the product [CH3:27][N:28]1[C@H:10]([CH2:11][CH2:12][C:13]2[S:14][CH:15]=[CH:16][CH:17]=2)[CH2:9][O:19][C:29]1=[O:30], predict the reactants needed to synthesize it. The reactants are: C(OC(N[CH:9]([OH:19])[C@H:10](C)[CH2:11][CH2:12][C:13]1[S:14][CH:15]=[CH:16][CH:17]=1)=O)(C)(C)C.CC(C)([O-])C.[K+].O.[CH3:27][N:28](C)[CH:29]=[O:30].